This data is from Forward reaction prediction with 1.9M reactions from USPTO patents (1976-2016). The task is: Predict the product of the given reaction. (1) Given the reactants [C:1]([O:5][C:6]([NH:8][C:9]1[S:10][C:11]([CH2:14][C@H:15]2[C:18](=[O:19])[NH:17][C@@H:16]2[C:20]([O:22][CH2:23][C:24]2[CH:29]=[CH:28][CH:27]=[CH:26][CH:25]=2)=[O:21])=[CH:12][N:13]=1)=[O:7])([CH3:4])([CH3:3])[CH3:2].[N:30]([C@@H:33]([C:35]1[CH:40]=[CH:39][CH:38]=[CH:37][CH:36]=1)[CH3:34])=[C:31]=[O:32], predict the reaction product. The product is: [C:1]([O:5][C:6]([NH:8][C:9]1[S:10][C:11]([CH2:14][C@H:15]2[C:18](=[O:19])[N:17]([C:31](=[O:32])[NH:30][C@@H:33]([C:35]3[CH:40]=[CH:39][CH:38]=[CH:37][CH:36]=3)[CH3:34])[C@@H:16]2[C:20]([O:22][CH2:23][C:24]2[CH:25]=[CH:26][CH:27]=[CH:28][CH:29]=2)=[O:21])=[CH:12][N:13]=1)=[O:7])([CH3:4])([CH3:2])[CH3:3]. (2) Given the reactants [O:1]=[CH:2][CH2:3][C:4]1[N:5]=[CH:6][C:7]([C:10]([O:12][CH3:13])=[O:11])=[N:8][CH:9]=1.[BH4-].[Na+].Cl, predict the reaction product. The product is: [OH:1][CH2:2][CH2:3][C:4]1[N:5]=[CH:6][C:7]([C:10]([O:12][CH3:13])=[O:11])=[N:8][CH:9]=1. (3) Given the reactants [NH2:1][C@H:2]([CH3:30])[C:3]([N:5]1[CH2:10][CH2:9][CH:8]([N:11]2[C:16](=[O:17])[C:15]([CH3:19])([CH3:18])[CH2:14][C:13]([C:20]3[CH:25]=[CH:24][C:23]([O:26][CH3:27])=[C:22]([O:28][CH3:29])[CH:21]=3)=[N:12]2)[CH2:7][CH2:6]1)=[O:4].[CH:31]1([CH2:34][O:35][C:36]2[CH:44]=[CH:43][C:39]3[O:40][CH2:41][O:42][C:38]=3[C:37]=2[C:45]2[C:46]3[NH:53][CH:52]=[C:51]([C:54](O)=[O:55])[C:47]=3[N:48]=[CH:49][N:50]=2)[CH2:33][CH2:32]1.CCOC(C(C#N)=NOC(N1CCOCC1)=[N+](C)C)=O.F[P-](F)(F)(F)(F)F.CCN(C(C)C)C(C)C, predict the reaction product. The product is: [CH:31]1([CH2:34][O:35][C:36]2[CH:44]=[CH:43][C:39]3[O:40][CH2:41][O:42][C:38]=3[C:37]=2[C:45]2[C:46]3[NH:53][CH:52]=[C:51]([C:54]([NH:1][C@H:2]([CH3:30])[C:3]([N:5]4[CH2:10][CH2:9][CH:8]([N:11]5[C:16](=[O:17])[C:15]([CH3:19])([CH3:18])[CH2:14][C:13]([C:20]6[CH:25]=[CH:24][C:23]([O:26][CH3:27])=[C:22]([O:28][CH3:29])[CH:21]=6)=[N:12]5)[CH2:7][CH2:6]4)=[O:4])=[O:55])[C:47]=3[N:48]=[CH:49][N:50]=2)[CH2:32][CH2:33]1. (4) Given the reactants I[C:2]1[CH:7]=[CH:6][C:5]([C:8]2[N:9]([C:19]3[CH:20]=[N:21][C:22]([CH3:25])=[CH:23][CH:24]=3)[CH:10]=[C:11]([C:13]3[CH:18]=[CH:17][CH:16]=[CH:15][N:14]=3)[N:12]=2)=[CH:4][CH:3]=1.[O-]P([O-])([O-])=O.[K+].[K+].[K+].C[N:35]([CH3:43])[C@@H:36]1[CH2:41][CH2:40][CH2:39][CH2:38][C@H:37]1[NH2:42], predict the reaction product. The product is: [CH3:25][C:22]1[N:21]=[CH:20][C:19]([N:9]2[CH:10]=[C:11]([C:13]3[CH:18]=[CH:17][CH:16]=[CH:15][N:14]=3)[N:12]=[C:8]2[C:5]2[CH:6]=[CH:7][C:2]([N:35]3[C:36]4[C:37](=[N:42][CH:39]=[CH:40][CH:41]=4)[CH:38]=[CH:43]3)=[CH:3][CH:4]=2)=[CH:24][CH:23]=1.